Dataset: CYP2C9 inhibition data for predicting drug metabolism from PubChem BioAssay. Task: Regression/Classification. Given a drug SMILES string, predict its absorption, distribution, metabolism, or excretion properties. Task type varies by dataset: regression for continuous measurements (e.g., permeability, clearance, half-life) or binary classification for categorical outcomes (e.g., BBB penetration, CYP inhibition). Dataset: cyp2c9_veith. (1) The compound is CCOC(=O)CSc1cc(=O)n(C)c2cc(Cl)ccc12. The result is 1 (inhibitor). (2) The molecule is COc1ccc(C(=O)NC(C)c2cc(OC)c(OC)cc2Br)cc1. The result is 1 (inhibitor). (3) The molecule is CCCCCCCCSc1nnc(CSc2nc3nc(C)cc(C)n3n2)o1. The result is 1 (inhibitor).